From a dataset of Forward reaction prediction with 1.9M reactions from USPTO patents (1976-2016). Predict the product of the given reaction. (1) Given the reactants Cl[C:2]1[N:7]=[C:6]([NH:8][CH2:9][CH2:10][CH3:11])[N:5]=[C:4]([NH:12][CH2:13][CH2:14][CH3:15])[N:3]=1.Cl.[CH2:17]([O:19][NH:20][CH3:21])[CH3:18], predict the reaction product. The product is: [CH2:13]([NH:12][C:4]1[N:5]=[C:6]([NH:8][CH2:9][CH2:10][CH3:11])[N:7]=[C:2]([N:20]([CH3:21])[O:19][CH2:17][CH3:18])[N:3]=1)[CH2:14][CH3:15]. (2) Given the reactants [C:1]([O:4][C:5](=O)[CH3:6])(=[O:3])[CH3:2].C(N(CC)CC)C.[C:15]([N:18]([CH2:28]C(O)=O)[C:19]1C=[CH:26][CH:25]=[CH:24][C:20]=1C(O)=O)(=[O:17])[CH3:16], predict the reaction product. The product is: [C:15]([N:18]1[C:19]2[C:6](=[CH:26][CH:25]=[CH:24][CH:20]=2)[C:5]([O:4][C:1](=[O:3])[CH3:2])=[CH:28]1)(=[O:17])[CH3:16].